Task: Regression/Classification. Given a drug SMILES string, predict its absorption, distribution, metabolism, or excretion properties. Task type varies by dataset: regression for continuous measurements (e.g., permeability, clearance, half-life) or binary classification for categorical outcomes (e.g., BBB penetration, CYP inhibition). Dataset: cyp3a4_veith.. Dataset: CYP3A4 inhibition data for predicting drug metabolism from PubChem BioAssay (1) The compound is Cc1ccc(N=Nc2c(O)[nH]c(=O)[nH]c2=O)c([N+](=O)[O-])c1. The result is 0 (non-inhibitor). (2) The result is 0 (non-inhibitor). The molecule is CCCCOc1ccc(CN2CCC(O)CC2)cc1.